Predict the product of the given reaction. From a dataset of Forward reaction prediction with 1.9M reactions from USPTO patents (1976-2016). (1) Given the reactants [C:1]1([C:3](=[CH:5][CH:6]=[CH:7][CH:8]=1)[OH:4])[OH:2].[CH3:9]O, predict the reaction product. The product is: [C:3]1([O:4][CH3:9])[C:1](=[CH:8][CH:7]=[CH:6][CH:5]=1)[OH:2]. (2) Given the reactants Br[CH2:2][C:3]1[C:12]2[C:7](=[CH:8][CH:9]=[C:10]([CH3:13])[CH:11]=2)[NH:6][C:5](=[O:14])[CH:4]=1.[NH:15]1[C:19]2[CH:20]=[CH:21][CH:22]=[CH:23][C:18]=2[N:17]=[C:16]1[C:24]1[S:28][CH:27]=[N:26][C:25]=1[CH3:29], predict the reaction product. The product is: [CH3:13][C:10]1[CH:11]=[C:12]2[C:7](=[CH:8][CH:9]=1)[NH:6][C:5](=[O:14])[CH:4]=[C:3]2[CH2:2][N:15]1[C:19]2[CH:20]=[CH:21][CH:22]=[CH:23][C:18]=2[N:17]=[C:16]1[C:24]1[S:28][CH:27]=[N:26][C:25]=1[CH3:29].